From a dataset of Full USPTO retrosynthesis dataset with 1.9M reactions from patents (1976-2016). Predict the reactants needed to synthesize the given product. (1) Given the product [CH2:1]([N:8]([CH2:17][C:18]1[CH:23]=[CH:22][CH:21]=[CH:20][CH:19]=1)[C:9]1[CH:14]=[C:13](/[CH:26]=[CH:25]/[C:24]([O:28][CH3:29])=[O:27])[CH:12]=[CH:11][C:10]=1[CH3:16])[C:2]1[CH:7]=[CH:6][CH:5]=[CH:4][CH:3]=1, predict the reactants needed to synthesize it. The reactants are: [CH2:1]([N:8]([CH2:17][C:18]1[CH:23]=[CH:22][CH:21]=[CH:20][CH:19]=1)[C:9]1[CH:14]=[C:13](Br)[CH:12]=[CH:11][C:10]=1[CH3:16])[C:2]1[CH:7]=[CH:6][CH:5]=[CH:4][CH:3]=1.[C:24]([O:28][CH3:29])(=[O:27])[CH:25]=[CH2:26].C1(C)C=CC=CC=1P(C1C=CC=CC=1C)C1C=CC=CC=1C. (2) The reactants are: C([N:9]=[C:10]=[S:11])(=O)C1C=CC=CC=1.[Cl:12][C:13]1[CH:14]=[C:15]([NH:19][C:20]2[CH:24]=[CH:23][NH:22][C:21]=2[C:25]([O:27]CC)=O)[CH:16]=[CH:17][CH:18]=1. Given the product [Cl:12][C:13]1[CH:14]=[C:15]([N:19]2[C:20]3[CH:24]=[CH:23][NH:22][C:21]=3[C:25](=[O:27])[NH:9][C:10]2=[S:11])[CH:16]=[CH:17][CH:18]=1, predict the reactants needed to synthesize it.